From a dataset of Catalyst prediction with 721,799 reactions and 888 catalyst types from USPTO. Predict which catalyst facilitates the given reaction. (1) Reactant: S(Cl)([Cl:3])=O.[N:5]1([CH2:10][C:11]2([CH2:14]O)[CH2:13][CH2:12]2)[CH2:9][CH2:8][CH2:7][CH2:6]1. Product: [ClH:3].[Cl:3][CH2:14][C:11]1([CH2:10][N:5]2[CH2:9][CH2:8][CH2:7][CH2:6]2)[CH2:13][CH2:12]1. The catalyst class is: 11. (2) Reactant: [Li]CCCC.[C:6](Br)([CH3:8])=[CH2:7].CON(C)[C:13](=[O:30])[C@@H:14]([NH:22][C:23](=[O:29])[O:24][C:25]([CH3:28])([CH3:27])[CH3:26])[CH2:15][CH:16]1[CH2:20][CH2:19][NH:18][C:17]1=[O:21].[NH4+].[Cl-]. Product: [CH3:8][C:6](=[CH2:7])[C:13](=[O:30])[C@@H:14]([NH:22][C:23](=[O:29])[O:24][C:25]([CH3:26])([CH3:27])[CH3:28])[CH2:15][CH:16]1[CH2:20][CH2:19][NH:18][C:17]1=[O:21]. The catalyst class is: 1. (3) Product: [CH:16]([C:7]1[N:8]=[C:9]([C:12]([F:13])([F:14])[F:15])[CH:10]=[CH:11][C:6]=1[C:4]([O:3][CH3:2])=[O:5])=[CH2:36]. The catalyst class is: 146. Reactant: [Br-].[CH3:2][O:3][C:4]([C:6]1[C:7]([CH2:16][P+](C2C=CC=CC=2)(C2C=CC=CC=2)C2C=CC=CC=2)=[N:8][C:9]([C:12]([F:15])([F:14])[F:13])=[CH:10][CH:11]=1)=[O:5].[C:36](=O)([O-])[O-].[Na+].[Na+].C=O. (4) Reactant: [CH2:1]1[NH:6][CH2:5][CH2:4][N:3]2[CH2:7][CH2:8][CH2:9][CH2:10][CH:2]12.CCN(CC)CC.[CH:18]([N:21]1[C:25]([C:26]2[N:35]=[C:34]3[N:28]([CH2:29][CH2:30][O:31][C:32]4[CH:39]=[CH:38][C:37]([S:40](Cl)(=[O:42])=[O:41])=[CH:36][C:33]=43)[CH:27]=2)=[N:24][CH:23]=[N:22]1)([CH3:20])[CH3:19]. Product: [CH2:1]1[N:6]([S:40]([C:37]2[CH:38]=[CH:39][C:32]3[O:31][CH2:30][CH2:29][N:28]4[CH:27]=[C:26]([C:25]5[N:21]([CH:18]([CH3:19])[CH3:20])[N:22]=[CH:23][N:24]=5)[N:35]=[C:34]4[C:33]=3[CH:36]=2)(=[O:42])=[O:41])[CH2:5][CH2:4][N:3]2[CH2:7][CH2:8][CH2:9][CH2:10][CH:2]12. The catalyst class is: 2. (5) Reactant: [Br:1][C:2]1[C:3]([C:29]2[CH:34]=[CH:33][CH:32]=[CH:31][C:30]=2[Cl:35])=[N:4][O:5][C:6]=1[C@@H:7]1[C@:12]([C:14]2[CH:19]=[CH:18][C:17]([F:20])=[C:16]([F:21])[CH:15]=2)([OH:13])[CH2:11][CH2:10][N:9](C(OC(C)(C)C)=O)[CH2:8]1.Cl.O1CCOCC1. Product: [Br:1][C:2]1[C:3]([C:29]2[CH:34]=[CH:33][CH:32]=[CH:31][C:30]=2[Cl:35])=[N:4][O:5][C:6]=1[C@@H:7]1[C@:12]([C:14]2[CH:19]=[CH:18][C:17]([F:20])=[C:16]([F:21])[CH:15]=2)([OH:13])[CH2:11][CH2:10][NH:9][CH2:8]1. The catalyst class is: 4. (6) Reactant: [CH2:1]([O:8][C:9]1[C:10](NC)=[N:11][C:12]([CH3:15])=[CH:13][CH:14]=1)[C:2]1[CH:7]=[CH:6][CH:5]=[CH:4][CH:3]=1.[CH3:18][NH:19][C:20]([C@@H:22]1[C@@H:26]([N:27]=[N+:28]=[N-:29])[C@@H:25]([OH:30])[C@H:24]([N:31]2[CH:39]=[N:38][C:37]3[C:32]2=[N:33][CH:34]=[N:35][C:36]=3Cl)[O:23]1)=[O:21].[CH2:41]([N:43](CC)CC)C. The catalyst class is: 8. Product: [CH3:18][NH:19][C:20]([C@@H:22]1[C@@H:26]([N:27]=[N+:28]=[N-:29])[C@@H:25]([OH:30])[C@H:24]([N:31]2[CH:39]=[N:38][C:37]3[C:32]2=[N:33][CH:34]=[N:35][C:36]=3[NH:43][CH2:41][C:10]2[C:9]([O:8][CH2:1][C:2]3[CH:3]=[CH:4][CH:5]=[CH:6][CH:7]=3)=[CH:14][CH:13]=[C:12]([CH3:15])[N:11]=2)[O:23]1)=[O:21]. (7) Reactant: [C:1]([Cu])#[N:2].Br[C:5]1[CH:10]=[CH:9][C:8]([C@@H:11]([NH:13][C:14]2[S:15][C:16]([CH3:24])([C:20]([F:23])([F:22])[F:21])[C:17](=[O:19])[N:18]=2)[CH3:12])=[CH:7][CH:6]=1. Product: [CH3:24][C:16]1([C:20]([F:23])([F:22])[F:21])[S:15][C:14]([NH:13][C@H:11]([C:8]2[CH:9]=[CH:10][C:5]([C:1]#[N:2])=[CH:6][CH:7]=2)[CH3:12])=[N:18][C:17]1=[O:19]. The catalyst class is: 3.